Dataset: Reaction yield outcomes from USPTO patents with 853,638 reactions. Task: Predict the reaction yield, written as a fraction of the theoretical maximum amount of product (1.0 means a 100% yield; for example, 0.34 means a 34% yield). (1) The catalyst is CO. The yield is 0.780. The reactants are [CH:1]1([CH2:4][N:5]2[CH:14]([CH3:15])[CH2:13][C:12]3[C:11]([NH2:16])=[CH:10][CH:9]=[CH:8][C:7]=3[CH2:6]2)[CH2:3][CH2:2]1.O.[C:18]([OH:22])(=[O:21])[CH:19]=O.[BH3-]C#N.[Na+].O. The product is [CH:1]1([CH2:4][N:5]2[CH:14]([CH3:15])[CH2:13][C:12]3[C:7](=[CH:8][CH:9]=[CH:10][C:11]=3[NH:16][CH2:19][C:18]([OH:22])=[O:21])[CH2:6]2)[CH2:2][CH2:3]1. (2) The reactants are [C:1]([C:5]1[O:9][N:8]=[C:7]([NH:10][C:11]([NH:13][C:14]2[CH:19]=[C:18]([OH:20])[CH:17]=[CH:16][C:15]=2[F:21])=[O:12])[CH:6]=1)([CH3:4])([CH3:3])[CH3:2].Cl[C:23]1[C:32]2[C:27](=[CH:28][C:29]([O:35][CH3:36])=[C:30]([O:33][CH3:34])[CH:31]=2)[N:26]=[CH:25][N:24]=1.C(=O)([O-])[O-].[K+].[K+].O. The catalyst is CN(C=O)C. The product is [C:1]([C:5]1[O:9][N:8]=[C:7]([NH:10][C:11]([NH:13][C:14]2[CH:19]=[C:18]([O:20][C:23]3[C:32]4[C:27](=[CH:28][C:29]([O:35][CH3:36])=[C:30]([O:33][CH3:34])[CH:31]=4)[N:26]=[CH:25][N:24]=3)[CH:17]=[CH:16][C:15]=2[F:21])=[O:12])[CH:6]=1)([CH3:4])([CH3:2])[CH3:3]. The yield is 0.0800. (3) The reactants are Cl[CH2:2][C:3]1[C:8]([CH2:9][CH3:10])=[N:7][C:6]2[N:11]([CH2:14][CH3:15])[N:12]=[CH:13][C:5]=2[C:4]=1[NH:16][CH:17]1[CH2:22][CH2:21][O:20][CH2:19][CH2:18]1.[F:23][C:24]1[CH:29]=[CH:28][C:27]([CH2:30][NH:31][C:32]([C:34]2[CH:39]=[CH:38][CH:37]=[C:36]([CH2:40][OH:41])[CH:35]=2)=[O:33])=[CH:26][C:25]=1[C:42]1[CH:47]=[CH:46][CH:45]=[C:44]([CH2:48][N:49]2[CH2:54][CH2:53][N:52](C(OC(C)(C)C)=O)[CH2:51][CH2:50]2)[CH:43]=1. The catalyst is CN(C=O)C. The product is [CH2:14]([N:11]1[C:6]2=[N:7][C:8]([CH2:9][CH3:10])=[C:3]([CH2:2][O:41][CH2:40][C:36]3[CH:35]=[C:34]([CH:39]=[CH:38][CH:37]=3)[C:32]([NH:31][CH2:30][C:27]3[CH:26]=[C:25]([C:42]4[CH:47]=[CH:46][CH:45]=[C:44]([CH2:48][N:49]5[CH2:54][CH2:53][NH:52][CH2:51][CH2:50]5)[CH:43]=4)[C:24]([F:23])=[CH:29][CH:28]=3)=[O:33])[C:4]([NH:16][CH:17]3[CH2:22][CH2:21][O:20][CH2:19][CH2:18]3)=[C:5]2[CH:13]=[N:12]1)[CH3:15]. The yield is 0.0600. (4) The reactants are [Cl:1][C:2]1[CH:3]=[CH:4][C:5]([C:8]([OH:10])=O)=[N:6][CH:7]=1.S(Cl)(Cl)=O.[OH-].[NH4+:16]. The catalyst is CN(C=O)C. The product is [Cl:1][C:2]1[CH:3]=[CH:4][C:5]([C:8]([NH2:16])=[O:10])=[N:6][CH:7]=1. The yield is 0.870. (5) The reactants are CO[C:3](=[O:25])[C:4]1[CH:9]=[CH:8][C:7]([O:10][CH2:11][C:12]2[C:13]([C:18]3[CH:19]=[C:20]([CH3:24])[CH:21]=[CH:22][CH:23]=3)=[N:14][O:15][C:16]=2[CH3:17])=[N:6][CH:5]=1.COC(=O)C1C=CC(OC[C:37]2[C:38]([C:43]3[CH:48]=CC=CC=3F)=[N:39][O:40][C:41]=2C)=NC=1.NC1CCOCC1. No catalyst specified. The product is [CH3:17][C:16]1[O:15][N:14]=[C:13]([C:18]2[CH:19]=[C:20]([CH3:24])[CH:21]=[CH:22][CH:23]=2)[C:12]=1[CH2:11][O:10][C:7]1[CH:8]=[CH:9][C:4]([C:3]([NH:39][CH:38]2[CH2:43][CH2:48][O:40][CH2:41][CH2:37]2)=[O:25])=[CH:5][N:6]=1. The yield is 0.790. (6) The reactants are [NH2:1][C:2]1[C:10]([N+:11]([O-:13])=[O:12])=[CH:9][CH:8]=[CH:7][C:3]=1[C:4]([OH:6])=O.CN(C(ON1N=NC2C=CC=CC1=2)=[N+](C)C)C.F[P-](F)(F)(F)(F)F.CCN(C(C)C)C(C)C.S(O)(O)(=O)=O.[NH2:52][C:53]1[NH:54][CH:55]=[CH:56][N:57]=1.[OH-].[Na+]. The catalyst is CN(C=O)C.[Cl-].[Na+].O. The product is [NH2:1][C:2]1[C:10]([N+:11]([O-:13])=[O:12])=[CH:9][CH:8]=[CH:7][C:3]=1[C:4]([NH:52][C:53]1[NH:54][CH:55]=[CH:56][N:57]=1)=[O:6]. The yield is 0.750. (7) The reactants are [C:1]([O:5][C:6]([N:8]1[CH2:12][C:11](=[N:13][O:14][CH3:15])[CH2:10][C@H:9]1[C:16]([OH:18])=O)=[O:7])([CH3:4])([CH3:3])[CH3:2].CN1CCOCC1.C(OC(Cl)=O)C(C)C.[NH2:34][CH2:35][C@H:36]([C:38]1[CH:43]=[CH:42][CH:41]=[CH:40][CH:39]=1)[OH:37]. The product is [OH:37][C@@H:36]([C:38]1[CH:43]=[CH:42][CH:41]=[CH:40][CH:39]=1)[CH2:35][NH:34][C:16]([C@@H:9]1[CH2:10][C:11](=[N:13][O:14][CH3:15])[CH2:12][N:8]1[C:6]([O:5][C:1]([CH3:2])([CH3:3])[CH3:4])=[O:7])=[O:18]. The catalyst is C1COCC1. The yield is 0.960.